From a dataset of Full USPTO retrosynthesis dataset with 1.9M reactions from patents (1976-2016). Predict the reactants needed to synthesize the given product. (1) Given the product [CH3:12][C:8]1[C:9]([CH2:17][C:18]2[O:22][C:21]([C:23]([O:25][CH3:26])=[O:24])=[CH:20][CH:19]=2)=[CH:10][C:11]2[C:2]([CH3:15])([CH3:1])[CH2:3][CH2:4][C:5]([CH3:14])([CH3:13])[C:6]=2[CH:7]=1, predict the reactants needed to synthesize it. The reactants are: [CH3:1][C:2]1([CH3:15])[C:11]2[C:6](=[CH:7][C:8]([CH3:12])=[CH:9][CH:10]=2)[C:5]([CH3:14])([CH3:13])[CH2:4][CH2:3]1.Cl[CH2:17][C:18]1[O:22][C:21]([C:23]([O:25][CH3:26])=[O:24])=[CH:20][CH:19]=1.[Cl-].[Cl-].[Cl-].[Al+3]. (2) Given the product [Cl:1][C:2]1[C:3]([Cl:16])=[CH:4][C:5]2[C:6]3[CH2:14][N:13]([CH3:15])[CH2:12][CH2:11][C:7]=3[N:8](/[CH:34]=[C:35](/[C:36]3[CH:41]=[CH:40][C:39]([F:42])=[CH:38][CH:37]=3)\[CH3:18])[C:9]=2[CH:10]=1, predict the reactants needed to synthesize it. The reactants are: [Cl:1][C:2]1[C:3]([Cl:16])=[CH:4][C:5]2[C:6]3[CH2:14][N:13]([CH3:15])[CH2:12][CH2:11][C:7]=3[NH:8][C:9]=2[CH:10]=1.N1CCC[C@H:18]1C(O)=O.P([O-])([O-])([O-])=O.[K+].[K+].[K+].Br[CH:34]=[CH:35][C:36]1[CH:41]=[CH:40][C:39]([F:42])=[CH:38][CH:37]=1.